From a dataset of Full USPTO retrosynthesis dataset with 1.9M reactions from patents (1976-2016). Predict the reactants needed to synthesize the given product. Given the product [F:39][C:40]1[CH:41]=[CH:42][C:43]([CH:46]([NH:54][C:14](=[O:16])[CH2:13][CH:10]2[CH2:11][CH2:12][N:8]([C:6]([O:5][C:1]([CH3:2])([CH3:3])[CH3:4])=[O:7])[CH2:9]2)[C:47]2[CH:52]=[CH:51][C:50]([F:53])=[CH:49][CH:48]=2)=[CH:44][CH:45]=1, predict the reactants needed to synthesize it. The reactants are: [C:1]([O:5][C:6]([N:8]1[CH2:12][CH2:11][CH:10]([CH2:13][C:14]([OH:16])=O)[CH2:9]1)=[O:7])([CH3:4])([CH3:3])[CH3:2].C1C=NC2N(O)N=NC=2C=1.CCN=C=NCCCN(C)C.Cl.[F:39][C:40]1[CH:45]=[CH:44][C:43]([CH:46]([NH2:54])[C:47]2[CH:52]=[CH:51][C:50]([F:53])=[CH:49][CH:48]=2)=[CH:42][CH:41]=1.